This data is from Reaction yield outcomes from USPTO patents with 853,638 reactions. The task is: Predict the reaction yield, written as a fraction of the theoretical maximum amount of product (1.0 means a 100% yield; for example, 0.34 means a 34% yield). The reactants are C(O[C:6](=O)[NH:7][C@H:8]1[CH2:11][C@H:10]([N:12]2[C:16]3=[N:17][CH:18]=[CH:19][CH:20]=[C:15]3[N:14]=[C:13]2[O:21]C)[CH2:9]1)(C)(C)C.ClC1[S:26][C:27]2[CH:33]=[C:32]([F:34])[CH:31]=[CH:30][C:28]=2[N:29]=1.C(N(C(C)C)CC)(C)C. The catalyst is CS(C)=O. The product is [F:34][C:32]1[CH:31]=[CH:30][C:28]2[N:29]=[C:6]([NH:7][C@H:8]3[CH2:9][C@H:10]([N:12]4[C:16]5=[N:17][CH:18]=[CH:19][CH:20]=[C:15]5[NH:14][C:13]4=[O:21])[CH2:11]3)[S:26][C:27]=2[CH:33]=1. The yield is 0.159.